This data is from Forward reaction prediction with 1.9M reactions from USPTO patents (1976-2016). The task is: Predict the product of the given reaction. Given the reactants [Na].[CH2:2]=[C:3]1[CH2:6][CH:5]([C:7](=[O:9])[CH3:8])[CH2:4]1.[O-]CC.[Na+].[C:14](OCC)(=[O:20])[C:15]([O:17][CH2:18][CH3:19])=[O:16], predict the reaction product. The product is: [CH2:2]=[C:3]1[CH2:6][CH:5]([C:7](=[O:9])[CH2:8][C:14](=[O:20])[C:15]([O:17][CH2:18][CH3:19])=[O:16])[CH2:4]1.